From a dataset of Full USPTO retrosynthesis dataset with 1.9M reactions from patents (1976-2016). Predict the reactants needed to synthesize the given product. (1) Given the product [OH:24][C:2]([CH3:23])([CH3:22])[C:3]([C:5]1[CH:10]=[CH:9][C:8]([CH:11]([C:16]2[CH:21]=[CH:20][CH:19]=[CH:18][CH:17]=2)[CH2:12][C:13]([OH:15])=[O:14])=[CH:7][CH:6]=1)=[O:4], predict the reactants needed to synthesize it. The reactants are: Br[C:2]([CH3:23])([CH3:22])[C:3]([C:5]1[CH:10]=[CH:9][C:8]([CH:11]([C:16]2[CH:21]=[CH:20][CH:19]=[CH:18][CH:17]=2)[CH2:12][C:13]([O-:15])=[O:14])=[CH:7][CH:6]=1)=[O:4].[OH-:24].[Na+].O. (2) Given the product [CH3:1][O:2][C:3]1[CH:8]=[CH:7][C:6]([C:9]([F:11])([F:12])[F:10])=[CH:5][C:4]=1[C:13]1[C:14]2[N:15]([N:19]=[C:20]([NH:22][C:26]([CH:23]3[CH2:25][CH2:24]3)=[O:27])[N:21]=2)[CH:16]=[CH:17][CH:18]=1, predict the reactants needed to synthesize it. The reactants are: [CH3:1][O:2][C:3]1[CH:8]=[CH:7][C:6]([C:9]([F:12])([F:11])[F:10])=[CH:5][C:4]=1[C:13]1[C:14]2[N:15]([N:19]=[C:20]([NH2:22])[N:21]=2)[CH:16]=[CH:17][CH:18]=1.[CH:23]1([C:26](Cl)=[O:27])[CH2:25][CH2:24]1.